This data is from Forward reaction prediction with 1.9M reactions from USPTO patents (1976-2016). The task is: Predict the product of the given reaction. (1) Given the reactants [F:1][C:2]([F:13])([F:12])[C:3]1[CH:4]=[C:5]([C:9](=O)[CH3:10])[CH:6]=[CH:7][CH:8]=1.[N:14]1([C:20]([O:22][C:23]([CH3:26])([CH3:25])[CH3:24])=[O:21])[CH2:19][CH2:18][NH:17][CH2:16][CH2:15]1.C(O)(=O)C.C([BH3-])#N.[Na+], predict the reaction product. The product is: [F:1][C:2]([F:13])([F:12])[C:3]1[CH:4]=[C:5]([CH:9]([N:17]2[CH2:16][CH2:15][N:14]([C:20]([O:22][C:23]([CH3:26])([CH3:25])[CH3:24])=[O:21])[CH2:19][CH2:18]2)[CH3:10])[CH:6]=[CH:7][CH:8]=1. (2) Given the reactants O.NN.[C:4]([O:8][C:9](=[O:26])[N:10]([CH2:12][CH2:13][O:14][N:15]1C(=O)C2C(=CC=CC=2)C1=O)[CH3:11])([CH3:7])([CH3:6])[CH3:5], predict the reaction product. The product is: [NH2:15][O:14][CH2:13][CH2:12][N:10]([CH3:11])[C:9](=[O:26])[O:8][C:4]([CH3:5])([CH3:6])[CH3:7]. (3) Given the reactants Br[C:2](=[CH2:23])[CH2:3][CH2:4][O:5][Si:6]([C:19]([CH3:22])([CH3:21])[CH3:20])([C:13]1[CH:18]=[CH:17][CH:16]=[CH:15][CH:14]=1)[C:7]1[CH:12]=[CH:11][CH:10]=[CH:9][CH:8]=1.[Cl:24][C:25]1[CH:26]=[C:27](B(O)O)[CH:28]=[CH:29][C:30]=1[Cl:31], predict the reaction product. The product is: [Cl:24][C:25]1[CH:26]=[C:27]([C:2](=[CH2:23])[CH2:3][CH2:4][O:5][Si:6]([C:19]([CH3:22])([CH3:21])[CH3:20])([C:13]2[CH:18]=[CH:17][CH:16]=[CH:15][CH:14]=2)[C:7]2[CH:12]=[CH:11][CH:10]=[CH:9][CH:8]=2)[CH:28]=[CH:29][C:30]=1[Cl:31]. (4) Given the reactants C([O-])([O-])=O.[Na+].[Na+].[CH3:7][O:8][C:9](=[O:35])[CH:10]([NH:14][C:15](=[O:34])[CH:16]([NH:26][C:27]([O:29][C:30]([CH3:33])([CH3:32])[CH3:31])=[O:28])[CH2:17][O:18][C:19]1[CH:24]=[CH:23][C:22](Br)=[CH:21][CH:20]=1)[CH:11]([CH3:13])[CH3:12].[C:36]1(B(O)O)[CH:41]=[CH:40][CH:39]=[CH:38][CH:37]=1, predict the reaction product. The product is: [CH3:7][O:8][C:9](=[O:35])[CH:10]([NH:14][C:15](=[O:34])[CH:16]([NH:26][C:27]([O:29][C:30]([CH3:33])([CH3:32])[CH3:31])=[O:28])[CH2:17][O:18][C:19]1[CH:24]=[CH:23][CH:22]([C:36]2[CH:41]=[CH:40][CH:39]=[CH:38][CH:37]=2)[CH2:21][CH:20]=1)[CH:11]([CH3:13])[CH3:12]. (5) Given the reactants C(OC(=O)[NH:7][C:8]1[CH:13]=[C:12]([N:14]([CH3:16])[CH3:15])[C:11]([C:17]([F:20])([F:19])[F:18])=[CH:10][C:9]=1[NH:21][C:22](=[O:40])[CH2:23][C:24]([C:26]1[CH:31]=[CH:30][CH:29]=[C:28]([C:32]2[C:33]([CH3:39])=[N:34][C:35]([CH3:38])=[CH:36][CH:37]=2)[CH:27]=1)=O)(C)(C)C.C(O)(C(F)(F)F)=O, predict the reaction product. The product is: [CH3:16][N:14]([CH3:15])[C:12]1[C:11]([C:17]([F:20])([F:19])[F:18])=[CH:10][C:9]2[NH:21][C:22](=[O:40])[CH2:23][C:24]([C:26]3[CH:31]=[CH:30][CH:29]=[C:28]([C:32]4[C:33]([CH3:39])=[N:34][C:35]([CH3:38])=[CH:36][CH:37]=4)[CH:27]=3)=[N:7][C:8]=2[CH:13]=1. (6) Given the reactants [CH2:1]([O:3][C:4](=[O:19])[CH:5]([C:14]([CH:16]1[CH2:18][CH2:17]1)=O)[C:6](=O)[C:7]1[CH:8]=[N:9][CH:10]=[N:11][CH:12]=1)[CH3:2].Cl.[NH2:21][NH2:22], predict the reaction product. The product is: [CH2:1]([O:3][C:4]([C:5]1[C:6]([C:7]2[CH:8]=[N:9][CH:10]=[N:11][CH:12]=2)=[N:21][NH:22][C:14]=1[CH:16]1[CH2:18][CH2:17]1)=[O:19])[CH3:2]. (7) The product is: [CH3:29][S:30]([O:1][C@@H:2]1[CH2:6][N:5]([C:7]([O:9][C:10]([CH3:12])([CH3:13])[CH3:11])=[O:8])[C@@H:4]([CH2:14][O:15][C:16]2[CH:17]=[CH:18][CH:19]=[CH:20][CH:21]=2)[CH2:3]1)(=[O:32])=[O:31]. Given the reactants [OH:1][C@@H:2]1[CH2:6][N:5]([C:7]([O:9][C:10]([CH3:13])([CH3:12])[CH3:11])=[O:8])[C@@H:4]([CH2:14][O:15][C:16]2[CH:21]=[CH:20][CH:19]=[CH:18][CH:17]=2)[CH2:3]1.C(N(CC)CC)C.[CH3:29][S:30](Cl)(=[O:32])=[O:31], predict the reaction product. (8) Given the reactants [F:1][C:2]1[CH:21]=[CH:20][C:5]2[C:6]([C:9]3[CH:14]=[CH:13][C:12]([O:15][CH2:16][C@@H:17]4[CH2:19][O:18]4)=[CH:11][CH:10]=3)=[N:7][O:8][C:4]=2[CH:3]=1.[CH3:22][N:23]([CH3:26])C=O, predict the reaction product. The product is: [CH:22]1([N:23]([CH3:26])[CH2:19][C@H:17]([OH:18])[CH2:16][O:15][C:12]2[CH:13]=[CH:14][C:9]([C:6]3[C:5]4[CH:20]=[CH:21][C:2]([F:1])=[CH:3][C:4]=4[O:8][N:7]=3)=[CH:10][CH:11]=2)[CH2:20][CH2:21][CH2:2][CH2:3][CH2:4]1. (9) The product is: [NH2:30][C:26]1[CH:25]=[CH:24][CH:23]=[C:14]2[C:15]=1[CH2:16][C@H:11]([OH:10])[CH2:12][CH2:13]2. Given the reactants C(=O)([O-])[O-].[K+].[K+].ClC([O:10][C:11]1[CH:16]=[CH:15][CH:14]=[CH:13][CH:12]=1)=O.C(OCC)(=O)C.[CH3:23][CH2:24][CH2:25][CH2:26]CC.C[N:30](C=O)C, predict the reaction product. (10) The product is: [NH:1]1[C:5]([NH:6][C:7](=[O:18])[O:8][C:9]2[CH:10]=[CH:11][C:12]([N+:15]([O-:17])=[O:16])=[CH:13][CH:14]=2)=[N:4][N:3]=[N:2]1. Given the reactants [N:1]1[NH:2][N:3]=[N:4][C:5]=1[NH2:6].[C:7](Cl)(=[O:18])[O:8][C:9]1[CH:14]=[CH:13][C:12]([N+:15]([O-:17])=[O:16])=[CH:11][CH:10]=1, predict the reaction product.